The task is: Predict the reaction yield, written as a fraction of the theoretical maximum amount of product (1.0 means a 100% yield; for example, 0.34 means a 34% yield).. This data is from Reaction yield outcomes from USPTO patents with 853,638 reactions. (1) The reactants are Cl[C:2]1[N:7]=[C:6]([N:8]([CH3:10])[CH3:9])[C:5]([CH3:11])=[CH:4][N:3]=1.Cl.[NH2:13][C@@H:14]1[CH2:19][CH2:18][C@H:17]([CH2:20][NH:21][C:22](=[O:32])[C:23]2[CH:28]=[CH:27][CH:26]=[C:25]([N+:29]([O-:31])=[O:30])[CH:24]=2)[CH2:16][CH2:15]1. The catalyst is CC(O)C.CCN(C(C)C)C(C)C.C(Cl)Cl. The product is [CH3:9][N:8]([CH3:10])[C:6]1[C:5]([CH3:11])=[CH:4][N:3]=[C:2]([NH:13][C@@H:14]2[CH2:15][CH2:16][C@H:17]([CH2:20][NH:21][C:22](=[O:32])[C:23]3[CH:28]=[CH:27][CH:26]=[C:25]([N+:29]([O-:31])=[O:30])[CH:24]=3)[CH2:18][CH2:19]2)[N:7]=1. The yield is 0.380. (2) The reactants are [CH2:1]([N:3]([CH2:18][CH3:19])[C:4]1[CH:13]=[C:12]2[C:7]([CH:8]=[C:9]([C:15]([OH:17])=O)[C:10](=[O:14])[O:11]2)=[CH:6][CH:5]=1)[CH3:2].[N:20]1([C:26]([O:28][C:29]([CH3:32])([CH3:31])[CH3:30])=[O:27])[CH2:25][CH2:24][NH:23][CH2:22][CH2:21]1.C1C=CC2N(O)N=NC=2C=1.CCN=C=NCCCN(C)C.Cl. The catalyst is CN(C=O)C.C(Cl)Cl. The product is [CH2:18]([N:3]([CH2:1][CH3:2])[C:4]1[CH:13]=[C:12]2[C:7]([CH:8]=[C:9]([C:15]([N:23]3[CH2:22][CH2:21][N:20]([C:26]([O:28][C:29]([CH3:32])([CH3:31])[CH3:30])=[O:27])[CH2:25][CH2:24]3)=[O:17])[C:10](=[O:14])[O:11]2)=[CH:6][CH:5]=1)[CH3:19]. The yield is 1.00. (3) The reactants are Cl.[N:2]1[C:11]2[C:6](=[CH:7][CH:8]=[CH:9][CH:10]=2)[CH:5]=[CH:4][C:3]=1[N:12]1[CH2:15][CH:14]([NH2:16])[CH2:13]1.C(=O)([O-])[O-].[Na+].[Na+].Cl[C:24]1[C:29]([N+:30]([O-:32])=[O:31])=[CH:28][CH:27]=[CH:26][N:25]=1. The catalyst is CN(C)C=O.O. The product is [N+:30]([C:29]1[C:24]([NH:16][CH:14]2[CH2:13][N:12]([C:3]3[CH:4]=[CH:5][C:6]4[C:11](=[CH:10][CH:9]=[CH:8][CH:7]=4)[N:2]=3)[CH2:15]2)=[N:25][CH:26]=[CH:27][CH:28]=1)([O-:32])=[O:31]. The yield is 0.850. (4) The reactants are C([O:3][C:4]([C:6]1[C:15]2[C:10](=[CH:11][C:12]([O:18][CH3:19])=[C:13]([O:16][CH3:17])[CH:14]=2)[C:9]([C:20](=[O:32])[C:21]2[CH:26]=[CH:25][CH:24]=[C:23]([O:27][CH2:28][C:29]([OH:31])=[O:30])[CH:22]=2)=[N:8][CH:7]=1)=[O:5])C.[OH-].[Li+]. The catalyst is CO. The product is [C:29]([CH2:28][O:27][C:23]1[CH:22]=[C:21]([CH:26]=[CH:25][CH:24]=1)[C:20]([C:9]1[C:10]2[C:15](=[CH:14][C:13]([O:16][CH3:17])=[C:12]([O:18][CH3:19])[CH:11]=2)[C:6]([C:4]([OH:5])=[O:3])=[CH:7][N:8]=1)=[O:32])([OH:31])=[O:30]. The yield is 0.920. (5) The reactants are C(OC([C:11]1[C:19]2[C:14](=[CH:15][CH:16]=[C:17](CCOS(C)(=O)=O)[CH:18]=2)[NH:13][C:12]=1C)=O)C1C=CC=CC=1.COC[C@@H]1CCC[NH:32]1. The catalyst is O1CCOCC1. The product is [NH:13]1[C:14]2[C:19](=[CH:18][CH:17]=[CH:16][CH:15]=2)[CH:11]=[C:12]1[NH2:32]. The yield is 0.550. (6) The reactants are [NH2:1][C:2]1[C:7]([F:8])=[C:6]([C:9]2[CH:14]=[CH:13][C:12]([C:15]([F:18])([F:17])[F:16])=[C:11]([F:19])[CH:10]=2)[N:5]=[C:4]([C:20]([O:22][CH3:23])=[O:21])[CH:3]=1.[I:24](O)(=O)(=O)=O.II. The catalyst is CO. The product is [NH2:1][C:2]1[C:7]([F:8])=[C:6]([C:9]2[CH:14]=[CH:13][C:12]([C:15]([F:18])([F:17])[F:16])=[C:11]([F:19])[CH:10]=2)[N:5]=[C:4]([C:20]([O:22][CH3:23])=[O:21])[C:3]=1[I:24]. The yield is 0.920. (7) The reactants are CC(C)=O.C(=O)=O.C([O:15][CH2:16][C@@H:17]([CH2:28][N:29]1[CH:34]=[C:33]([CH3:35])[C:32](=[O:36])[N:31](C(=O)C2C=CC=CC=2)[C:30]1=[O:45])[C@H:18]([O:20][Si](C(C)(C)C)(C)C)[CH3:19])C1C=CC=CC=1.B(Cl)(Cl)Cl. The catalyst is ClCCl. The product is [CH3:35][C:33]1[C:32](=[O:36])[NH:31][C:30](=[O:45])[N:29]([CH2:28][C@@H:17]([C@H:18]([OH:20])[CH3:19])[CH2:16][OH:15])[CH:34]=1. The yield is 0.700. (8) The reactants are [CH3:1][O:2][C:3](=[O:24])[C:4]1[CH:9]=[C:8]([F:10])[C:7](Cl)=[N:6][C:5]=1[NH:12][C:13]1[CH:18]=[CH:17][C:16]([Si:19]([CH3:22])([CH3:21])[CH3:20])=[CH:15][C:14]=1[F:23].[CH3:25][N:26](C=O)C. The catalyst is [C-]#N.[Zn+2].[C-]#N.C1C=CC([P]([Pd]([P](C2C=CC=CC=2)(C2C=CC=CC=2)C2C=CC=CC=2)([P](C2C=CC=CC=2)(C2C=CC=CC=2)C2C=CC=CC=2)[P](C2C=CC=CC=2)(C2C=CC=CC=2)C2C=CC=CC=2)(C2C=CC=CC=2)C2C=CC=CC=2)=CC=1. The product is [CH3:1][O:2][C:3](=[O:24])[C:4]1[CH:9]=[C:8]([F:10])[C:7]([C:25]#[N:26])=[N:6][C:5]=1[NH:12][C:13]1[CH:18]=[CH:17][C:16]([Si:19]([CH3:22])([CH3:21])[CH3:20])=[CH:15][C:14]=1[F:23]. The yield is 0.910. (9) The catalyst is C1COCC1.[Pd]. The yield is 1.00. The product is [F:1][C:2]1[CH:3]=[C:4]([CH2:5][CH2:6][C:7]([OH:9])=[O:8])[CH:10]=[C:11]([F:13])[CH:12]=1. The reactants are [F:1][C:2]1[CH:3]=[C:4]([CH:10]=[C:11]([F:13])[CH:12]=1)[CH:5]=[CH:6][C:7]([OH:9])=[O:8]. (10) The reactants are [NH2:1][C:2]12[CH2:9][CH:8]3[CH2:10][C:4]([C:11]4[CH:16]=[CH:15][C:14]([N:17]5[CH2:21][CH2:20][CH2:19][C:18]5=[O:22])=[CH:13][CH:12]=4)([CH2:5][CH:6]1[CH2:7]3)[CH2:3]2.C([O-])([O-])=O.[K+].[K+].Cl[CH2:30][C:31]([N:33]1[CH2:37][CH2:36][CH2:35][C@H:34]1[C:38]#[N:39])=[O:32]. The catalyst is CS(C)=O.CCOC(C)=O. The yield is 0.500. The product is [O:22]=[C:18]1[CH2:19][CH2:20][CH2:21][N:17]1[C:14]1[CH:15]=[CH:16][C:11]([C:4]23[CH2:10][CH:8]4[CH2:9][C:2]([NH:1][CH2:30][C:31]([N:33]5[CH2:37][CH2:36][CH2:35][C@H:34]5[C:38]#[N:39])=[O:32])([CH2:3]2)[CH:6]([CH2:7]4)[CH2:5]3)=[CH:12][CH:13]=1.